Dataset: Full USPTO retrosynthesis dataset with 1.9M reactions from patents (1976-2016). Task: Predict the reactants needed to synthesize the given product. (1) Given the product [O:19]1[C:28]2[C:23](=[CH:24][CH:25]=[CH:26][CH:27]=2)[CH2:22][CH:21]([C:29]2[N:17]([CH2:16][CH2:15][N:14]([CH3:18])[CH3:13])[C:6]3[CH:7]=[C:2]([C:35]4[CH:36]=[N:32][NH:33][CH:34]=4)[C:3]([F:12])=[CH:4][C:5]=3[N:9]=2)[CH2:20]1, predict the reactants needed to synthesize it. The reactants are: Br[C:2]1[CH:7]=[C:6](F)[C:5]([N+:9]([O-])=O)=[CH:4][C:3]=1[F:12].[CH3:13][N:14]([CH3:18])[CH2:15][CH2:16][NH2:17].[O:19]1[C:28]2[C:23](=[CH:24][CH:25]=[CH:26][CH:27]=2)[CH2:22][CH:21]([C:29](O)=O)[CH2:20]1.[NH:32]1[CH:36]=[C:35](B([O-])[O-])[CH:34]=[N:33]1. (2) Given the product [OH:59][C:50]1[CH:51]=[C:52]([OH:58])[C:53]([CH:55]([CH3:56])[CH3:57])=[CH:54][C:49]=1[C:44]1[N:43]([C:32]2[CH:33]=[CH:34][C:35]([CH2:36][N:37]3[CH2:42][CH2:41][N:40]([C:2]4[N:3]=[CH:4][C:5]([C:8]([NH:10][C:11]5[CH:19]=[CH:18][CH:17]=[C:16]6[C:12]=5[CH2:13][N:14]([CH:21]5[CH2:26][CH2:25][C:24](=[O:27])[NH:23][C:22]5=[O:28])[C:15]6=[O:20])=[O:9])=[N:6][CH:7]=4)[CH2:39][CH2:38]3)=[C:30]([F:29])[CH:31]=2)[C:47]([OH:48])=[N:46][N:45]=1, predict the reactants needed to synthesize it. The reactants are: Cl[C:2]1[N:3]=[CH:4][C:5]([C:8]([NH:10][C:11]2[CH:19]=[CH:18][CH:17]=[C:16]3[C:12]=2[CH2:13][N:14]([CH:21]2[CH2:26][CH2:25][C:24](=[O:27])[NH:23][C:22]2=[O:28])[C:15]3=[O:20])=[O:9])=[N:6][CH:7]=1.[F:29][C:30]1[CH:31]=[C:32]([N:43]2[C:47]([OH:48])=[N:46][N:45]=[C:44]2[C:49]2[CH:54]=[C:53]([CH:55]([CH3:57])[CH3:56])[C:52]([OH:58])=[CH:51][C:50]=2[OH:59])[CH:33]=[CH:34][C:35]=1[CH2:36][N:37]1[CH2:42][CH2:41][NH:40][CH2:39][CH2:38]1.C([O-])([O-])=O.[K+].[K+]. (3) Given the product [Cl:1][C:2]1[C:3]([F:27])=[C:4]([NH:8][C:9]2[C:18]3[C:13](=[CH:14][C:15]([O:25][CH3:26])=[C:16]([CH2:19][N:20]([CH2:21][CH2:22][O:23][CH3:24])[C@H:33]([C:31]([OH:32])=[O:30])[CH3:34])[CH:17]=3)[N:12]=[CH:11][N:10]=2)[CH:5]=[CH:6][CH:7]=1, predict the reactants needed to synthesize it. The reactants are: [Cl:1][C:2]1[C:3]([F:27])=[C:4]([NH:8][C:9]2[C:18]3[C:13](=[CH:14][C:15]([O:25][CH3:26])=[C:16]([CH2:19][NH:20][CH2:21][CH2:22][O:23][CH3:24])[CH:17]=3)[N:12]=[CH:11][N:10]=2)[CH:5]=[CH:6][CH:7]=1.CC[O:30][C:31]([C@H:33](OS(C(F)(F)F)(=O)=O)[CH3:34])=[O:32]. (4) Given the product [CH2:1]([CH:8]1[CH2:13][CH2:12][N:11]([S:21]([C:20]2[C:15]([NH2:14])=[N:16][CH:17]=[C:18]([Br:25])[CH:19]=2)(=[O:23])=[O:22])[CH2:10][CH2:9]1)[C:2]1[CH:7]=[CH:6][CH:5]=[CH:4][CH:3]=1, predict the reactants needed to synthesize it. The reactants are: [CH2:1]([CH:8]1[CH2:13][CH2:12][NH:11][CH2:10][CH2:9]1)[C:2]1[CH:7]=[CH:6][CH:5]=[CH:4][CH:3]=1.[NH2:14][C:15]1[C:20]([S:21](Cl)(=[O:23])=[O:22])=[CH:19][C:18]([Br:25])=[CH:17][N:16]=1.CCN(C(C)C)C(C)C.C([O-])(O)=O.[Na+]. (5) Given the product [ClH:20].[F:19][CH:2]([F:1])[C:3]1[CH:4]=[C:5]([C:21]2[C:22]([CH3:32])=[C:23]([N:27]3[CH:31]=[CH:30][N:29]=[CH:28]3)[N:24]=[N:25][CH:26]=2)[CH:6]=[CH:7][C:8]=1[F:9], predict the reactants needed to synthesize it. The reactants are: [F:1][CH:2]([F:19])[C:3]1[CH:4]=[C:5](B2OC(C)(C)C(C)(C)O2)[CH:6]=[CH:7][C:8]=1[F:9].[Cl:20][C:21]1[C:22]([CH3:32])=[C:23]([N:27]2[CH:31]=[CH:30][N:29]=[CH:28]2)[N:24]=[N:25][CH:26]=1. (6) Given the product [NH2:20][C@H:21]1[CH2:25][CH2:24][N:23]([C:26]2[CH:27]=[CH:28][C:31]3[CH2:32][CH2:33][N:34]([C:36]([O:38][C:39]([CH3:42])([CH3:41])[CH3:40])=[O:37])[CH2:35][CH2:29][C:30]=3[CH:43]=2)[C:22]1=[O:44], predict the reactants needed to synthesize it. The reactants are: NC1C=CC2CCN(C(OC(C)(C)C)=O)CCC=2C=1.[NH2:20][C@H:21]1[CH2:25][CH2:24][N:23]([C:26]2[CH:27]=[CH:28][C:29]3[CH2:35][N:34]([C:36]([O:38][C:39]([CH3:42])([CH3:41])[CH3:40])=[O:37])[CH2:33][CH2:32][CH2:31][C:30]=3[CH:43]=2)[C:22]1=[O:44]. (7) Given the product [C:2]1([C@@H:8]2[CH2:10][C@H:9]2[NH:11][C:13]2[S:12][CH2:18][C:16](=[O:17])[N:15]=2)[CH:7]=[CH:6][CH:5]=[CH:4][CH:3]=1, predict the reactants needed to synthesize it. The reactants are: Cl.[C:2]1([C@@H:8]2[CH2:10][C@H:9]2[NH2:11])[CH:7]=[CH:6][CH:5]=[CH:4][CH:3]=1.[S:12]1[CH2:18][C:16](=[O:17])[NH:15][C:13]1=S.CCN(C(C)C)C(C)C. (8) Given the product [CH3:1][S:2]([O:5][C:19]1([C:23]2[CH:24]=[N:25][C:26]([O:29][CH3:30])=[CH:27][CH:28]=2)[CH2:20][CH2:21][N:16]([CH2:15][CH:14]([C:9]2[CH:10]=[CH:11][C:12]([OH:13])=[C:7]([F:6])[CH:8]=2)[OH:31])[CH2:17][CH2:18]1)(=[O:4])=[O:3], predict the reactants needed to synthesize it. The reactants are: [CH3:1][S:2]([OH:5])(=[O:4])=[O:3].[F:6][C:7]1[CH:8]=[C:9]([CH:14]([OH:31])[CH2:15][N:16]2[CH2:21][CH2:20][C:19]([C:23]3[CH:24]=[N:25][C:26]([O:29][CH3:30])=[CH:27][CH:28]=3)(O)[CH2:18][CH2:17]2)[CH:10]=[CH:11][C:12]=1[OH:13].